This data is from Reaction yield outcomes from USPTO patents with 853,638 reactions. The task is: Predict the reaction yield, written as a fraction of the theoretical maximum amount of product (1.0 means a 100% yield; for example, 0.34 means a 34% yield). (1) The reactants are [NH2:1][C:2]1[CH:36]=[CH:35][C:5]([O:6][C:7]2[CH:12]=[CH:11][N:10]=[C:9]3[CH:13]=[C:14]([C:16]4[N:21]=[CH:20][C:19]([CH2:22][N:23]([CH2:31][CH2:32][O:33][CH3:34])[C:24](=[O:30])[O:25][C:26]([CH3:29])([CH3:28])[CH3:27])=[CH:18][CH:17]=4)[S:15][C:8]=23)=[CH:4][C:3]=1[F:37].C(N(CC)CC)C.Cl[C:46]([C:48]1([C:51]([OH:53])=O)[CH2:50][CH2:49]1)=[O:47].C(N(C(C)C)CC)(C)C.[F:63][C:64]1[CH:70]=[CH:69][C:67]([NH2:68])=[CH:66][CH:65]=1.CN(C(ON1N=NC2C=CC=NC1=2)=[N+](C)C)C.F[P-](F)(F)(F)(F)F. The catalyst is C1COCC1. The product is [F:37][C:3]1[CH:4]=[C:5]([CH:35]=[CH:36][C:2]=1[NH:1][C:46]([C:48]1([C:51](=[O:53])[NH:68][C:67]2[CH:69]=[CH:70][C:64]([F:63])=[CH:65][CH:66]=2)[CH2:50][CH2:49]1)=[O:47])[O:6][C:7]1[CH:12]=[CH:11][N:10]=[C:9]2[CH:13]=[C:14]([C:16]3[N:21]=[CH:20][C:19]([CH2:22][N:23]([CH2:31][CH2:32][O:33][CH3:34])[C:24](=[O:30])[O:25][C:26]([CH3:29])([CH3:28])[CH3:27])=[CH:18][CH:17]=3)[S:15][C:8]=12. The yield is 0.610. (2) The catalyst is CCOCC.[O-2].[Mn+4].[O-2]. The product is [CH3:1][O:2][C:3](=[O:12])[C:4]([C:6]12[CH2:11][CH:10]1[CH2:9][CH2:8][CH2:7]2)=[O:5]. The reactants are [CH3:1][O:2][C:3](=[O:12])[CH:4]([C:6]12[CH2:11][CH:10]1[CH2:9][CH2:8][CH2:7]2)[OH:5]. The yield is 0.800. (3) The product is [O:24]=[C:15]1[C:16]2[C:21](=[CH:20][CH:19]=[CH:18][CH:17]=2)[C:22](=[O:23])[N:14]1[CH2:13][CH2:12][CH2:11][CH2:10][C:7]1[CH:8]=[CH:9][C:4]([O:3][C:27](=[S:28])[N:26]([CH3:30])[CH3:25])=[CH:5][CH:6]=1. The yield is 0.590. The catalyst is CN(C=O)C. The reactants are [H-].[Na+].[OH:3][C:4]1[CH:9]=[CH:8][C:7]([CH2:10][CH2:11][CH2:12][CH2:13][N:14]2[C:22](=[O:23])[C:21]3[C:16](=[CH:17][CH:18]=[CH:19][CH:20]=3)[C:15]2=[O:24])=[CH:6][CH:5]=1.[CH3:25][N:26]([CH3:30])[C:27](Cl)=[S:28]. (4) The reactants are [CH2:1]([C:8]1[C:9]([OH:27])=[N:10][C:11]([N:14]2[CH2:19][CH2:18][N:17]([C:20]([O:22][C:23]([CH3:26])([CH3:25])[CH3:24])=[O:21])[CH2:16][CH2:15]2)=[N:12][CH:13]=1)[C:2]1[CH:7]=[CH:6][CH:5]=[CH:4][CH:3]=1.C(N(CC)CC)C.[F:35][C:36]([F:49])([F:48])[S:37](O[S:37]([C:36]([F:49])([F:48])[F:35])(=[O:39])=[O:38])(=[O:39])=[O:38]. The catalyst is CN(C)C1C=CN=CC=1.ClCCl. The product is [CH2:1]([C:8]1[C:9]([O:27][S:37]([C:36]([F:49])([F:48])[F:35])(=[O:39])=[O:38])=[N:10][C:11]([N:14]2[CH2:15][CH2:16][N:17]([C:20]([O:22][C:23]([CH3:24])([CH3:26])[CH3:25])=[O:21])[CH2:18][CH2:19]2)=[N:12][CH:13]=1)[C:2]1[CH:7]=[CH:6][CH:5]=[CH:4][CH:3]=1. The yield is 0.410.